From a dataset of Full USPTO retrosynthesis dataset with 1.9M reactions from patents (1976-2016). Predict the reactants needed to synthesize the given product. Given the product [OH:45][CH2:44][CH2:43][C:39]1[CH:38]=[C:37]([CH:42]=[CH:41][CH:40]=1)[CH2:36][N:33]1[CH2:32][CH2:31][C:30]2([O:25][CH2:26][CH2:27][N:28]([C:54]([C:52]3[N:53]=[C:49]([CH2:46][CH2:47][CH3:48])[S:50][CH:51]=3)=[O:55])[CH2:29]2)[CH2:35][CH2:34]1, predict the reactants needed to synthesize it. The reactants are: F[P-](F)(F)(F)(F)F.N1(OC(N(C)C)=[N+](C)C)C2N=CC=CC=2N=N1.[O:25]1[C:30]2([CH2:35][CH2:34][N:33]([CH2:36][C:37]3[CH:38]=[C:39]([CH2:43][CH2:44][OH:45])[CH:40]=[CH:41][CH:42]=3)[CH2:32][CH2:31]2)[CH2:29][NH:28][CH2:27][CH2:26]1.[CH2:46]([C:49]1[S:50][CH:51]=[C:52]([C:54](O)=[O:55])[N:53]=1)[CH2:47][CH3:48].C(N(CC)CC)C.